From a dataset of Full USPTO retrosynthesis dataset with 1.9M reactions from patents (1976-2016). Predict the reactants needed to synthesize the given product. (1) Given the product [Br:17][C:18]1[CH:23]=[CH:22][C:21]([S:24]([N:1]2[CH2:6][CH2:5][CH:4]([OH:7])[CH2:3][CH2:2]2)(=[O:26])=[O:25])=[CH:20][CH:19]=1, predict the reactants needed to synthesize it. The reactants are: [NH:1]1[CH2:6][CH2:5][CH:4]([OH:7])[CH2:3][CH2:2]1.CCN(C(C)C)C(C)C.[Br:17][C:18]1[CH:23]=[CH:22][C:21]([S:24](Cl)(=[O:26])=[O:25])=[CH:20][CH:19]=1. (2) Given the product [F:3][C:4]1[CH:5]=[CH:6][C:7]2[N:11]=[C:10]([C@@H:12]([NH:14][C:23]3[C:28]([C:29]#[N:30])=[C:27]([CH3:31])[N:26]=[CH:25][CH:24]=3)[CH3:13])[N:9]([C:15]3[CH:16]=[CH:17][CH:18]=[CH:19][CH:20]=3)[C:8]=2[CH:21]=1, predict the reactants needed to synthesize it. The reactants are: Cl.Cl.[F:3][C:4]1[CH:5]=[CH:6][C:7]2[N:11]=[C:10]([C@@H:12]([NH2:14])[CH3:13])[N:9]([C:15]3[CH:20]=[CH:19][CH:18]=[CH:17][CH:16]=3)[C:8]=2[CH:21]=1.Cl[C:23]1[C:28]([C:29]#[N:30])=[C:27]([CH3:31])[N:26]=[CH:25][CH:24]=1.C(N(C(C)C)CC)(C)C.